From a dataset of Reaction yield outcomes from USPTO patents with 853,638 reactions. Predict the reaction yield, written as a fraction of the theoretical maximum amount of product (1.0 means a 100% yield; for example, 0.34 means a 34% yield). (1) The reactants are C(C1C=CC([C@H]2C[C@@H](C(F)(F)F)N3N=CC(C(OCC)=O)=C3N2)=CC=1)C.[C:27]([CH:31]1[N:36]2[N:37]=[CH:38][C:39]([C:40]([O:42][CH2:43][CH3:44])=[O:41])=[C:35]2[NH:34][C:33]([C:45]2[CH:50]=[CH:49][C:48]([CH2:51][CH3:52])=[CH:47][CH:46]=2)=[CH:32]1)([CH3:30])([CH3:29])[CH3:28].[BH4-].[Na+]. No catalyst specified. The product is [C:27]([C@H:31]1[N:36]2[N:37]=[CH:38][C:39]([C:40]([O:42][CH2:43][CH3:44])=[O:41])=[C:35]2[NH:34][C@@H:33]([C:45]2[CH:46]=[CH:47][C:48]([CH2:51][CH3:52])=[CH:49][CH:50]=2)[CH2:32]1)([CH3:30])([CH3:28])[CH3:29]. The yield is 0.530. (2) The reactants are Cl[C:2]1[C:6]2[CH:7]=[CH:8][C:9]([Cl:11])=[CH:10][C:5]=2[O:4][N:3]=1.[NH:12]1[CH2:17][CH2:16][NH:15][CH2:14][CH2:13]1.[OH-].[Na+]. No catalyst specified. The product is [Cl:11][C:9]1[CH:8]=[CH:7][C:6]2[C:2]([N:12]3[CH2:17][CH2:16][NH:15][CH2:14][CH2:13]3)=[N:3][O:4][C:5]=2[CH:10]=1. The yield is 0.710. (3) The reactants are C(OC([NH:8][C:9]1[CH:14]=[CH:13][CH:12]=[CH:11][C:10]=1[NH:15][C:16]([C:18]1[S:19][C:20]([N:23]2[CH2:28][CH2:27][CH2:26][CH2:25][CH2:24]2)=[CH:21][CH:22]=1)=[O:17])=O)(C)(C)C.Cl. The catalyst is O1CCOCC1. The product is [NH2:8][C:9]1[CH:14]=[CH:13][CH:12]=[CH:11][C:10]=1[NH:15][C:16]([C:18]1[S:19][C:20]([N:23]2[CH2:28][CH2:27][CH2:26][CH2:25][CH2:24]2)=[CH:21][CH:22]=1)=[O:17]. The yield is 0.400. (4) The reactants are C([O:3][C:4]([C:6]1(C(OCC)=O)[C:14]2[S:15][CH:16]=[CH:17][C:13]=2[C:12](C(OCC)=O)([C:18]([O:20]CC)=[O:19])[C:8]2[S:9][CH:10]=[CH:11][C:7]1=2)=[O:5])C.[OH-].[K+].Cl. The catalyst is CO. The product is [S:15]1[CH2:16][CH2:17][C:13]2[C:12]([C:18]([OH:20])=[O:19])=[C:8]3[C:7](=[C:6]([C:4]([OH:5])=[O:3])[C:14]1=2)[CH:11]=[CH:10][S:9]3. The yield is 1.00. (5) The reactants are [CH:1]1[C:13]2[N:12]([C:14]3[CH:15]=[CH:16][C:17]4[O:21][C:20]5[C:22](I)=[CH:23][C:24]([C:26]#[N:27])=[CH:25][C:19]=5[C:18]=4[CH:29]=3)[C:11]3[C:6](=[CH:7][CH:8]=[CH:9][CH:10]=3)[C:5]=2[CH:4]=[CH:3][CH:2]=1.[CH:30]1[C:42]2[NH:41][C:40]3[C:35](=[CH:36][CH:37]=[CH:38][CH:39]=3)[C:34]=2[CH:33]=[CH:32][CH:31]=1.N[C@@H]1CCCC[C@H]1N.[O-]P([O-])([O-])=O.[K+].[K+].[K+]. The catalyst is C1(C)C=CC=CC=1. The product is [CH:39]1[C:40]2[N:41]([C:22]3[C:20]4[O:21][C:17]5[CH:16]=[CH:15][C:14]([N:12]6[C:11]7[CH:10]=[CH:9][CH:8]=[CH:7][C:6]=7[C:5]7[C:13]6=[CH:1][CH:2]=[CH:3][CH:4]=7)=[CH:29][C:18]=5[C:19]=4[CH:25]=[C:24]([C:26]#[N:27])[CH:23]=3)[C:42]3[C:34](=[CH:33][CH:32]=[CH:31][CH:30]=3)[C:35]=2[CH:36]=[CH:37][CH:38]=1. The yield is 0.0840. (6) The reactants are [Br:1][C:2]1[N:7]=[C:6]([C:8](=[O:11])[NH:9][CH3:10])[C:5]([NH:12][C:13]2[C:18]([C:19]([F:22])([F:21])[F:20])=[CH:17][N:16]=[C:15]([NH:23][C:24]3[CH:36]=[CH:35][C:27]([CH2:28][CH2:29][CH2:30][CH2:31][PH:32](=[O:34])[OH:33])=[CH:26][C:25]=3[O:37][CH3:38])[N:14]=2)=[CH:4][CH:3]=1.[CH3:39][C:40]([CH3:58])([CH2:43][N:44]1[CH:48]=[C:47]([B:49]2[O:53][C:52]([CH3:55])([CH3:54])[C:51]([CH3:57])([CH3:56])[O:50]2)[CH:46]=[N:45]1)[CH2:41]O.CN1C=CN=C1.F[P-](F)(F)(F)(F)F.N1(O[P+](N2CCCC2)(N2CCCC2)N2CCCC2)C2C=CC=CC=2N=N1. The catalyst is ClCCCl. The product is [Br:1][C:2]1[N:7]=[C:6]([C:8](=[O:11])[NH:9][CH3:10])[C:5]([NH:12][C:13]2[C:18]([C:19]([F:22])([F:20])[F:21])=[CH:17][N:16]=[C:15]([NH:23][C:24]3[CH:36]=[CH:35][C:27]([CH2:28][CH2:29][CH2:30][CH2:31][PH:32](=[O:33])[O:34][CH2:39][C:40]([CH3:58])([CH3:41])[CH2:43][N:44]4[CH:48]=[C:47]([B:49]5[O:53][C:52]([CH3:55])([CH3:54])[C:51]([CH3:57])([CH3:56])[O:50]5)[CH:46]=[N:45]4)=[CH:26][C:25]=3[O:37][CH3:38])[N:14]=2)=[CH:4][CH:3]=1. The yield is 0.450. (7) The reactants are Cl[C:2]1[N:3]=[CH:4][C:5]([C:8]([NH:10][C@@H:11]([CH3:16])[C:12]([F:15])([F:14])[F:13])=[O:9])=[N:6][CH:7]=1.Cl.[CH3:18][C:19]1([CH3:38])[C:23]([CH3:25])([CH3:24])[O:22][B:21]([C:26]2[CH:27]=[N:28][N:29]([C:31]3([CH2:35][C:36]#[N:37])[CH2:34][NH:33][CH2:32]3)[CH:30]=2)[O:20]1.C(N(CC)C(C)C)(C)C. The catalyst is O1CCOCC1. The product is [C:36]([CH2:35][C:31]1([N:29]2[CH:30]=[C:26]([B:21]3[O:22][C:23]([CH3:25])([CH3:24])[C:19]([CH3:38])([CH3:18])[O:20]3)[CH:27]=[N:28]2)[CH2:34][N:33]([C:2]2[N:3]=[CH:4][C:5]([C:8]([NH:10][C@@H:11]([CH3:16])[C:12]([F:15])([F:14])[F:13])=[O:9])=[N:6][CH:7]=2)[CH2:32]1)#[N:37]. The yield is 0.970.